Dataset: Catalyst prediction with 721,799 reactions and 888 catalyst types from USPTO. Task: Predict which catalyst facilitates the given reaction. (1) Reactant: C([O:3][C:4]([C:6]1[CH:7]=[C:8]2[C:13](=[CH:14][CH:15]=1)[NH:12][CH:11]([C:16]1[CH:21]=[C:20]([N:22]3[CH2:27][CH2:26][O:25][CH2:24][CH2:23]3)[CH:19]=[CH:18][C:17]=1[CH2:28][CH3:29])[CH2:10][C:9]2([CH3:31])[CH3:30])=[O:5])C.[OH-].[Na+].Cl. Product: [CH2:28]([C:17]1[CH:18]=[CH:19][C:20]([N:22]2[CH2:27][CH2:26][O:25][CH2:24][CH2:23]2)=[CH:21][C:16]=1[CH:11]1[CH2:10][C:9]([CH3:31])([CH3:30])[C:8]2[C:13](=[CH:14][CH:15]=[C:6]([C:4]([OH:5])=[O:3])[CH:7]=2)[NH:12]1)[CH3:29]. The catalyst class is: 364. (2) Reactant: [CH3:1][O:2][C:3]1[CH:18]=[CH:17][C:6]([C:7]([O:9][CH2:10][C:11]2[CH:16]=[CH:15][CH:14]=[CH:13][CH:12]=2)=[O:8])=[C:5](OS(C(F)(F)F)(=O)=O)[CH:4]=1.[CH3:27][CH:28]1[CH2:33][CH2:32][NH:31][CH2:30][CH2:29]1. Product: [CH3:1][O:2][C:3]1[CH:18]=[CH:17][C:6]([C:7]([O:9][CH2:10][C:11]2[CH:16]=[CH:15][CH:14]=[CH:13][CH:12]=2)=[O:8])=[C:5]([N:31]2[CH2:32][CH2:33][CH:28]([CH3:27])[CH2:29][CH2:30]2)[CH:4]=1. The catalyst class is: 10. (3) Reactant: [OH:1][C@@H:2]1[CH2:7][CH2:6][CH2:5][C@H:4]([C:8]([O:10][CH:11]([CH3:13])[CH3:12])=[O:9])[CH2:3]1.C1(=O)OC(=O)CC1. Product: [OH:1][C@H:2]1[CH2:7][CH2:6][CH2:5][C@@H:4]([C:8]([O:10][CH:11]([CH3:13])[CH3:12])=[O:9])[CH2:3]1. The catalyst class is: 28. (4) Reactant: O.[NH2:2][NH2:3].[CH2:4]([C:6]1[CH:11]=[C:10]([CH3:12])[CH:9]=[C:8]([CH2:13][CH3:14])[C:7]=1[C:15](=[O:21])[C:16](OCC)=[O:17])[CH3:5]. Product: [CH2:4]([C:6]1[CH:11]=[C:10]([CH3:12])[CH:9]=[C:8]([CH2:13][CH3:14])[C:7]=1[C:15](=[O:21])[C:16]([NH:2][NH2:3])=[O:17])[CH3:5]. The catalyst class is: 5. (5) Reactant: C([Mg]Cl)(C)C.[CH2:6]([SnH:10]([CH2:15][CH2:16][CH2:17][CH3:18])[CH2:11][CH2:12][CH2:13][CH3:14])[CH2:7][CH2:8][CH3:9].[CH:19](=[O:26])[C:20]1[CH:25]=[CH:24][CH:23]=[CH:22][CH:21]=1. Product: [Sn:10]([CH:19]([C:20]1[CH:25]=[CH:24][CH:23]=[CH:22][CH:21]=1)[OH:26])([CH2:6][CH2:7][CH2:8][CH3:9])([CH2:11][CH2:12][CH2:13][CH3:14])[CH2:15][CH2:16][CH2:17][CH3:18]. The catalyst class is: 27. (6) Reactant: [NH2:1][C:2]1[CH:7]=[CH:6][C:5]([Cl:8])=[CH:4][C:3]=1[C:9]([C:11]1[CH:16]=[CH:15][CH:14]=[C:13]([Cl:17])[CH:12]=1)=O.[CH:18]1([C:21](=O)[CH2:22][C:23]([O:25][CH3:26])=[O:24])[CH2:20][CH2:19]1.[O-]S(C(F)(F)F)(=O)=O.[Yb+3].[O-]S(C(F)(F)F)(=O)=O.[O-]S(C(F)(F)F)(=O)=O. Product: [CH3:26][O:25][C:23]([C:22]1[C:21]([CH:18]2[CH2:20][CH2:19]2)=[N:1][C:2]2[C:3]([C:9]=1[C:11]1[CH:16]=[CH:15][CH:14]=[C:13]([Cl:17])[CH:12]=1)=[CH:4][C:5]([Cl:8])=[CH:6][CH:7]=2)=[O:24]. The catalyst class is: 8. (7) Reactant: [CH2:1]([Li])[CH2:2][CH2:3][CH3:4].[CH3:6][CH2:7][CH2:8][CH2:9][CH2:10]C.[CH2:12]([O:14][C:15]1[CH:20]=[CH:19][C:18]([N:21]2[C:25]3=[N:26][CH:27]=[C:28]([CH:30]=O)[CH:29]=[C:24]3[N:23]=[CH:22]2)=[CH:17][CH:16]=1)[CH3:13]. Product: [CH2:12]([O:14][C:15]1[CH:20]=[CH:19][C:18]([N:21]2[C:25]3=[N:26][CH:27]=[C:28](/[CH:30]=[CH:4]\[C:3]4[CH:6]=[CH:7][C:8]([CH2:9][CH3:10])=[CH:1][CH:2]=4)[CH:29]=[C:24]3[N:23]=[CH:22]2)=[CH:17][CH:16]=1)[CH3:13]. The catalyst class is: 7. (8) Reactant: [CH3:1][O:2][C:3]1[CH:10]=[CH:9][C:6]([CH2:7]Cl)=[CH:5][CH:4]=1.[CH3:11][O:12][C:13](=[O:20])[CH:14]1[CH2:19][CH2:18][NH:17][CH2:16][CH2:15]1.C(N(CC)CC)C.C(=O)([O-])O.[Na+]. Product: [CH3:1][O:2][C:3]1[CH:10]=[CH:9][C:6]([CH2:7][N:17]2[CH2:18][CH2:19][CH:14]([C:13]([O:12][CH3:11])=[O:20])[CH2:15][CH2:16]2)=[CH:5][CH:4]=1. The catalyst class is: 56.